Dataset: Full USPTO retrosynthesis dataset with 1.9M reactions from patents (1976-2016). Task: Predict the reactants needed to synthesize the given product. (1) The reactants are: C(N(CC)CC)C.Cl.[NH2:9][CH:10]([C:28]1[CH:33]=[CH:32][C:31]([Br:34])=[CH:30][C:29]=1[S:35][CH3:36])[C:11]1[C:12](=[O:27])[CH2:13][CH2:14][C:15]=1[NH:16][C:17]1[CH:22]=[CH:21][CH:20]=[C:19]([C:23]([F:26])([F:25])[F:24])[CH:18]=1.[C:37](N1C=CN=C1)(N1C=CN=C1)=[O:38]. Given the product [Br:34][C:31]1[CH:32]=[CH:33][C:28]([CH:10]2[NH:9][C:37](=[O:38])[N:16]([C:17]3[CH:22]=[CH:21][CH:20]=[C:19]([C:23]([F:25])([F:26])[F:24])[CH:18]=3)[C:15]3[CH2:14][CH2:13][C:12](=[O:27])[C:11]2=3)=[C:29]([S:35][CH3:36])[CH:30]=1, predict the reactants needed to synthesize it. (2) Given the product [C:1]([O:5][C:6]([NH:8][C@@H:9]1[CH2:14][CH2:13][CH2:12][CH2:11][C@H:10]1[OH:15])=[O:7])([CH3:4])([CH3:2])[CH3:3], predict the reactants needed to synthesize it. The reactants are: [C:1]([O:5][C:6]([NH:8][C@@H:9]1[CH2:14][CH2:13][CH2:12][CH2:11][C@H:10]1[O:15]CC1C=CC=CC=1)=[O:7])([CH3:4])([CH3:3])[CH3:2].